Dataset: Full USPTO retrosynthesis dataset with 1.9M reactions from patents (1976-2016). Task: Predict the reactants needed to synthesize the given product. (1) The reactants are: C1(P(C2C=CC=CC=2)C2C=CC=CC=2)C=CC=CC=1.[CH2:20]([O:22][C:23]([CH:25]1[CH2:30][CH2:29][N:28]([CH2:31][C:32]2[CH:41]=[CH:40][C:39]3[C:34](=[CH:35][CH:36]=[C:37]([OH:42])[CH:38]=3)[CH:33]=2)[CH2:27][CH2:26]1)=[O:24])[CH3:21].[CH:43]12[CH2:49][CH:46]([CH:47]=[CH:48]1)[CH2:45][CH:44]2O.C1(C)C=CC=CC=1.N(C(OC(C)C)=O)=NC(OC(C)C)=O. Given the product [CH2:20]([O:22][C:23]([CH:25]1[CH2:30][CH2:29][N:28]([CH2:31][C:32]2[CH:41]=[CH:40][C:39]3[C:34](=[CH:35][CH:36]=[C:37]([O:42][CH:48]4[CH2:47][CH:46]5[CH2:49][CH:43]4[CH:44]=[CH:45]5)[CH:38]=3)[CH:33]=2)[CH2:27][CH2:26]1)=[O:24])[CH3:21], predict the reactants needed to synthesize it. (2) Given the product [NH2:1][CH2:52][CH2:53][N:54]1[CH2:55][CH2:56][CH:57]([C:60]2[CH:61]=[C:62]([NH:68][C:69](=[O:73])[CH:70]([CH3:71])[CH3:72])[CH:63]=[CH:64][CH:65]=2)[CH2:58][CH2:59]1, predict the reactants needed to synthesize it. The reactants are: [NH2:1]CCCN1CCC(C2C=C(NC(=O)N(C)C)C=CC=2)CC1.NCCCN1CCC(C2C=C(NC(=O)OCC3C=CC=CC=3)C=CC=2)CC1.NC[CH2:52][CH2:53][N:54]1[CH2:59][CH2:58][CH:57]([C:60]2[CH:61]=[C:62]([NH:68][C:69](=[O:73])[CH:70]([CH3:72])[CH3:71])[CH:63]=[CH:64][C:65]=2OC)[CH2:56][CH2:55]1.NCCCN1CCC(C2C=C(NC(=O)CCC)C=CC=2OC)CC1.NCCCN1CCC(C2C=CC(O)=C(NC(=O)C(C)C)C=2)CC1. (3) Given the product [I:18][C:15]1[CH:16]=[CH:17][C:12]([O:11][CH2:10][CH2:9][CH2:8][N:3]2[CH2:4][CH2:5][CH2:6][CH:2]2[CH3:1])=[CH:13][CH:14]=1, predict the reactants needed to synthesize it. The reactants are: [CH3:1][CH:2]1[CH2:6][CH2:5][CH2:4][NH:3]1.Cl[CH2:8][CH2:9][CH2:10][O:11][C:12]1[CH:17]=[CH:16][C:15]([I:18])=[CH:14][CH:13]=1.C(=O)([O-])[O-].[K+].[K+].